Dataset: Catalyst prediction with 721,799 reactions and 888 catalyst types from USPTO. Task: Predict which catalyst facilitates the given reaction. Reactant: [S:1]1[CH:5]=[CH:4][N:3]=[C:2]1[C:6]1[CH:7]=[C:8]([CH:11]=[CH:12][CH:13]=1)[C:9]#[N:10].[N-:14]=[N+:15]=[N-:16].[Na+].Cl.C(N(CC)CC)C. Product: [S:1]1[CH:5]=[CH:4][N:3]=[C:2]1[C:6]1[CH:7]=[C:8]([C:9]2[NH:16][N:15]=[N:14][N:10]=2)[CH:11]=[CH:12][CH:13]=1. The catalyst class is: 113.